Dataset: Catalyst prediction with 721,799 reactions and 888 catalyst types from USPTO. Task: Predict which catalyst facilitates the given reaction. (1) Reactant: Cl.C[C@:3]1([C:8]([O:10][CH3:11])=[O:9])[CH2:7][CH2:6][CH2:5][NH:4]1.C1(C)C=CC(S(O)(=O)=O)=CC=1.[N:23]([O-])=[O:24].[Na+]. Product: [CH3:11][O:10][C:8]([C@@H:3]1[CH2:7][CH2:6][CH2:5][N:4]1[N:23]=[O:24])=[O:9]. The catalyst class is: 4. (2) Reactant: [F:1][C:2]1[CH:7]=[C:6]([C@@H:8]([CH3:12])[C:9]([OH:11])=[O:10])[CH:5]=[CH:4][C:3]=1[C:13]1[CH:18]=[CH:17][CH:16]=[CH:15][CH:14]=1.[CH2:19]([NH2:26])[C:20]1[CH:25]=[CH:24][CH:23]=[CH:22][CH:21]=1. Product: [CH2:19]([NH2:26])[C:20]1[CH:25]=[CH:24][CH:23]=[CH:22][CH:21]=1.[F:1][C:2]1[CH:7]=[C:6]([C@@H:8]([CH3:12])[C:9]([OH:11])=[O:10])[CH:5]=[CH:4][C:3]=1[C:13]1[CH:14]=[CH:15][CH:16]=[CH:17][CH:18]=1. The catalyst class is: 8. (3) Reactant: [OH:1][C@@H:2]1[CH2:25][CH2:24][C@@:23]2([CH3:26])[C@H:4](/[C:5](=[CH:29]/[CH3:30])/[C:6](=[O:28])[C@@H:7]3[C@@H:22]2[CH2:21][CH2:20][C@@:19]2([CH3:27])[C@H:8]3[CH2:9][CH2:10][C@@H:11]2[C@H:12]([CH3:18])[CH2:13][CH2:14][C:15]([OH:17])=[O:16])[CH2:3]1.[H][H]. Product: [OH:1][C@@H:2]1[CH2:25][CH2:24][C@@:23]2([CH3:26])[C@H:4]([C@@H:5]([CH2:29][CH3:30])[C:6](=[O:28])[C@@H:7]3[C@@H:22]2[CH2:21][CH2:20][C@@:19]2([CH3:27])[C@H:8]3[CH2:9][CH2:10][C@@H:11]2[C@H:12]([CH3:18])[CH2:13][CH2:14][C:15]([OH:17])=[O:16])[CH2:3]1. The catalyst class is: 45. (4) Reactant: [Br:1][C:2]1[N:6]2[CH:7]=[CH:8][CH:9]=[C:10]([Cl:11])[C:5]2=[N:4][C:3]=1[CH2:12]Cl.[C:14]1(=[O:24])[NH:18][C:17](=[O:19])[C:16]2=[CH:20][CH:21]=[CH:22][CH:23]=[C:15]12.C([O-])([O-])=O.[K+].[K+]. Product: [Br:1][C:2]1[N:6]2[CH:7]=[CH:8][CH:9]=[C:10]([Cl:11])[C:5]2=[N:4][C:3]=1[CH2:12][N:18]1[C:14](=[O:24])[C:15]2[C:16](=[CH:20][CH:21]=[CH:22][CH:23]=2)[C:17]1=[O:19]. The catalyst class is: 3. (5) Reactant: C([N:8]1[CH2:13][CH2:12][N:11]([CH2:14][CH:15]([OH:31])[CH2:16][O:17][C:18]2[C:30]3[C:29]4[C:24](=[CH:25][CH:26]=[CH:27][CH:28]=4)[NH:23][C:22]=3[CH:21]=[CH:20][CH:19]=2)[CH2:10][CH2:9]1)C1C=CC=CC=1.CCCCCC. Product: [CH:21]1[C:22]2[NH:23][C:24]3[C:29](=[CH:28][CH:27]=[CH:26][CH:25]=3)[C:30]=2[C:18]([O:17][CH2:16][CH:15]([OH:31])[CH2:14][N:11]2[CH2:12][CH2:13][NH:8][CH2:9][CH2:10]2)=[CH:19][CH:20]=1. The catalyst class is: 19.